This data is from Full USPTO retrosynthesis dataset with 1.9M reactions from patents (1976-2016). The task is: Predict the reactants needed to synthesize the given product. (1) The reactants are: [CH3:1][N:2]1[C:7]([CH3:8])=[CH:6][C:5]([OH:9])=[C:4]([C:10]([O:12]CC)=O)[C:3]1=[O:15].[NH2:16][C:17]1[NH:18][CH:19]=[CH:20][N:21]=1.BrC1C=CC=CC=1. Given the product [CH3:1][N:2]1[C:7]([CH3:8])=[CH:6][C:5]([OH:9])=[C:4]([C:10]([NH:16][C:17]2[NH:18][CH:19]=[CH:20][N:21]=2)=[O:12])[C:3]1=[O:15], predict the reactants needed to synthesize it. (2) Given the product [CH3:7][C:5]1[N:6]=[C:2]([C:26](=[O:28])[CH3:27])[S:3][C:4]=1[C:8]1[CH:13]=[CH:12][N:11]=[C:10]([C:14]([CH3:20])([CH3:19])[C:15]([F:18])([F:17])[F:16])[CH:9]=1, predict the reactants needed to synthesize it. The reactants are: Cl[C:2]1[S:3][C:4]([C:8]2[CH:13]=[CH:12][N:11]=[C:10]([C:14]([CH3:20])([CH3:19])[C:15]([F:18])([F:17])[F:16])[CH:9]=2)=[C:5]([CH3:7])[N:6]=1.C([Sn](CCCC)(CCCC)[C:26]([O:28]CC)=[CH2:27])CCC.[F-].[K+].Cl.[OH-].[Na+]. (3) Given the product [F:30][C:31]1[CH:36]=[CH:35][CH:34]=[CH:33][C:32]=1[C:37]1[N:41]=[C:40]([N:42]2[CH2:43][CH2:44][N:45]([C:22]([NH:13][C:10]3[CH:9]=[CH:8][C:7]([N:3]4[CH2:4][CH2:5][CH2:6][C:2]4=[O:1])=[CH:12][CH:11]=3)=[O:24])[CH2:46][CH2:47]2)[S:39][N:38]=1, predict the reactants needed to synthesize it. The reactants are: [O:1]=[C:2]1[CH2:6][CH2:5][CH2:4][N:3]1[C:7]1[CH:12]=[CH:11][C:10]([N:13]([C:22]([O:24]CC(Cl)(Cl)Cl)=O)C(OCC(Cl)(Cl)Cl)=O)=[CH:9][CH:8]=1.[F:30][C:31]1[CH:36]=[CH:35][CH:34]=[CH:33][C:32]=1[C:37]1[N:41]=[C:40]([N:42]2[CH2:47][CH2:46][NH:45][CH2:44][CH2:43]2)[S:39][N:38]=1.C(N(C(C)C)CC)(C)C.CS(C)=O. (4) Given the product [C:13]([C:10]12[CH2:11][CH:12]([C:7]([CH3:6])=[CH:8][CH2:9]1)[C:1](=[O:4])[CH2:2][CH2:3]2)([CH3:15])=[CH2:14], predict the reactants needed to synthesize it. The reactants are: [C:1](Cl)(=[O:4])[CH:2]=[CH2:3].[CH3:6][C:7]1[CH:12]2[C:13]([CH3:15])([CH3:14])[CH:10]([CH2:11]2)[CH2:9][CH:8]=1. (5) The reactants are: [Cl-].[Cl-].[Cl-].[Al+3].[CH3:5][O:6][C:7]([C:9]1([C:12]2[CH:17]=[CH:16][CH:15]=[CH:14][CH:13]=2)[CH2:11][CH2:10]1)=[O:8].[Cl:18][CH2:19][C:20](Cl)=[O:21].C(=S)=S. Given the product [CH3:5][O:6][C:7]([C:9]1([C:12]2[CH:17]=[CH:16][C:15]([C:20](=[O:21])[CH2:19][Cl:18])=[CH:14][CH:13]=2)[CH2:11][CH2:10]1)=[O:8], predict the reactants needed to synthesize it. (6) Given the product [Br:1][C:2]1[CH:7]=[CH:6][C:5]([F:8])=[CH:4][C:3]=1[O:9][CH3:13], predict the reactants needed to synthesize it. The reactants are: [Br:1][C:2]1[CH:7]=[CH:6][C:5]([F:8])=[CH:4][C:3]=1[OH:9].[H-].[Na+].I[CH3:13]. (7) The reactants are: C(N(CC1C=CC=CC=1)[C:9]1([CH2:14][NH:15][C:16]2[C:25]3[C:20](=[CH:21][CH:22]=[C:23]([CH3:26])[CH:24]=3)[N:19]=[C:18]([N:27]3[CH2:33][C:32]4[CH:34]=[CH:35][CH:36]=[CH:37][C:31]=4[S:30](=[O:39])(=[O:38])[CH2:29][CH2:28]3)[CH:17]=2)CC[O:11][CH2:10]1)C1C=CC=CC=1.O1C=CC(N)=[N:48]1. Given the product [O:39]=[S:30]1(=[O:38])[C:31]2[CH:37]=[CH:36][CH:35]=[CH:34][C:32]=2[CH2:33][N:27]([C:18]2[CH:17]=[C:16]([NH:15][C:14]3[CH:9]=[CH:10][O:11][N:48]=3)[C:25]3[C:20](=[CH:21][CH:22]=[C:23]([CH3:26])[CH:24]=3)[N:19]=2)[CH2:28][CH2:29]1, predict the reactants needed to synthesize it. (8) Given the product [CH:18]1([C:16]([N:5]2[C:4]3[C:9](=[CH:10][CH:11]=[C:2]([C:36]4[CH:37]=[N:38][NH:39][CH:40]=4)[CH:3]=3)[N:8]([C:12](=[O:14])[CH3:13])[C@@H:7]([CH3:15])[CH2:6]2)=[O:17])[CH2:20][CH2:19]1, predict the reactants needed to synthesize it. The reactants are: Br[C:2]1[CH:3]=[C:4]2[C:9](=[CH:10][CH:11]=1)[N:8]([C:12](=[O:14])[CH3:13])[C@@H:7]([CH3:15])[CH2:6][N:5]2[C:16]([CH:18]1[CH2:20][CH2:19]1)=[O:17].C1(C(N2C3C(=CC([C:36]4[CH:37]=[N:38][NH:39][CH:40]=4)=CC=3)N(C(OC(C)C)=O)C[C@@H]2C)=O)CC1. (9) Given the product [N+:11]([C:7]1[C:2]([OH:1])=[C:3]2[S:10][CH:9]=[CH:8][C:4]2=[N:5][CH:6]=1)([O-:13])=[O:12], predict the reactants needed to synthesize it. The reactants are: [OH:1][C:2]1[CH:7]=[CH:6][N:5]=[C:4]2[CH:8]=[CH:9][S:10][C:3]=12.[N+:11]([O-])([OH:13])=[O:12].C(OCC)C. (10) Given the product [CH2:16]([O:15][CH2:14][CH2:13][CH2:12][CH2:11][CH2:10][CH2:9][N:1]1[CH2:6][CH2:5][C:4](=[O:7])[CH2:3][CH2:2]1)[CH2:17][CH3:18], predict the reactants needed to synthesize it. The reactants are: [NH:1]1[CH2:6][CH2:5][C:4](=[O:7])[CH2:3][CH2:2]1.Cl[CH2:9][CH2:10][CH2:11][CH2:12][CH2:13][CH2:14][O:15][CH2:16][CH2:17][CH3:18].